Dataset: Reaction yield outcomes from USPTO patents with 853,638 reactions. Task: Predict the reaction yield, written as a fraction of the theoretical maximum amount of product (1.0 means a 100% yield; for example, 0.34 means a 34% yield). (1) The reactants are [N:1]1[CH:6]=[CH:5][C:4]([CH2:7][NH:8][C:9]2[CH:18]=[CH:17][CH:16]=[CH:15][C:10]=2[C:11]([NH:13][NH2:14])=O)=[CH:3][CH:2]=1.Cl.CS([C:24]1[CH:32]=[CH:31][C:27]([C:28](N)=[NH:29])=[CH:26][CH:25]=1)(=O)=O.C(N(CC)CC)C.O. The catalyst is N1C=CC=CC=1. The product is [C:27]1([C:28]2[NH:29][C:11]([C:10]3[CH:15]=[CH:16][CH:17]=[CH:18][C:9]=3[NH:8][CH2:7][C:4]3[CH:5]=[CH:6][N:1]=[CH:2][CH:3]=3)=[N:13][N:14]=2)[CH:31]=[CH:32][CH:24]=[CH:25][CH:26]=1. The yield is 0.518. (2) The reactants are BrBr.[F:3][C:4]1[CH:10]=[CH:9][CH:8]=[CH:7][C:5]=1[NH2:6].[S-:11][C:12]#[N:13].[K+].C([O-])([O-])=O.[Na+].[Na+]. The catalyst is [Br-].[Na+].CO.O. The product is [NH2:6][C:5]1[CH:7]=[CH:8][C:9]([S:11][C:12]#[N:13])=[CH:10][C:4]=1[F:3]. The yield is 0.530. (3) The reactants are [CH:1]1(B(O)O)[CH2:3][CH2:2]1.C1(P(C2CCCCC2)C2CCCCC2)CCCCC1.P([O-])([O-])([O-])=O.[K+].[K+].[K+].Br[C:35]1[CH:39]=[CH:38][N:37]([S:40]([C:43]2[CH:48]=[CH:47][C:46]([C:49]([F:52])([F:51])[F:50])=[CH:45][CH:44]=2)(=[O:42])=[O:41])[CH:36]=1. The catalyst is C1(C)C=CC=CC=1.O.C([O-])(=O)C.[Pd+2].C([O-])(=O)C. The yield is 0.710. The product is [CH:1]1([C:39]2[CH:35]=[CH:36][N:37]([S:40]([C:43]3[CH:44]=[CH:45][C:46]([C:49]([F:51])([F:52])[F:50])=[CH:47][CH:48]=3)(=[O:41])=[O:42])[CH:38]=2)[CH2:3][CH2:2]1. (4) The reactants are C([O-])(=O)C.[Na+].[CH3:6][O:7][CH2:8][C:9]1[N:10]=[C:11]([CH2:31][CH2:32][CH3:33])[N:12]([CH2:16][C:17]2[CH:22]=[CH:21][C:20]([C:23]3[C:24]([C:29]#[N:30])=[CH:25][CH:26]=[CH:27][CH:28]=3)=[CH:19][CH:18]=2)[C:13](=[O:15])[CH:14]=1.[Br:34]Br. The catalyst is C(O)(=O)C. The product is [Br:34][C:14]1[C:13](=[O:15])[N:12]([CH2:16][C:17]2[CH:22]=[CH:21][C:20]([C:23]3[C:24]([C:29]#[N:30])=[CH:25][CH:26]=[CH:27][CH:28]=3)=[CH:19][CH:18]=2)[C:11]([CH2:31][CH2:32][CH3:33])=[N:10][C:9]=1[CH2:8][O:7][CH3:6]. The yield is 0.390. (5) The reactants are [Cl:1][C:2]1[C:3]([NH2:11])=[C:4]2[CH:10]=[CH:9][NH:8][C:5]2=[N:6][CH:7]=1.C(O)(=O)C.C([BH3-])#N.[Na+].[CH:20]1([CH:23]=O)[CH2:22][CH2:21]1. The catalyst is C(O)C. The product is [Cl:1][C:2]1[C:3]([NH:11][CH2:23][CH:20]2[CH2:22][CH2:21]2)=[C:4]2[CH:10]=[CH:9][NH:8][C:5]2=[N:6][CH:7]=1. The yield is 0.690. (6) The reactants are [C:1]([O:4][C:5]1[CH:15]=[CH:14][CH:13]=[C:7]2[C:8]([O:10][C:11](=[O:12])[C:6]=12)=O)(=[O:3])[CH3:2].FC(F)(F)C(O)=O.[NH2:23][CH:24]1[CH2:30][CH2:29][C:28](=[O:31])[NH:27][C:25]1=[O:26].CC([O-])=O.[Na+]. The catalyst is C(O)(=O)C. The product is [O:10]=[C:8]1[C:7]2[C:6](=[C:5]([O:4][C:1](=[O:3])[CH3:2])[CH:15]=[CH:14][CH:13]=2)[C:11](=[O:12])[N:23]1[CH:24]1[CH2:30][CH2:29][C:28](=[O:31])[NH:27][C:25]1=[O:26]. The yield is 0.660. (7) The yield is 0.910. No catalyst specified. The product is [CH3:1][C:2]1[C:7]([N+:8]([O-:10])=[O:9])=[CH:6][CH:5]=[CH:4][C:3]=1[O:11][CH2:17][C@@H:13]1[CH2:14][CH2:15][CH2:16][N:12]1[C:41]([O:42][C:37]([CH3:36])([CH3:32])[CH3:50])=[O:40]. The reactants are [CH3:1][C:2]1[C:7]([N+:8]([O-:10])=[O:9])=[CH:6][CH:5]=[CH:4][C:3]=1[OH:11].[NH:12]1[CH2:16][CH2:15][CH2:14][CH:13]1[CH2:17]O.C1(P([C:32]2[CH:37]=[CH:36]C=CC=2)C2C=CC=CC=2)C=CC=CC=1.CC[O:40][C:41](/N=N/C(OCC)=O)=[O:42].[CH2:50]1COCC1.